Dataset: Rat liver microsome stability data. Task: Regression/Classification. Given a drug SMILES string, predict its absorption, distribution, metabolism, or excretion properties. Task type varies by dataset: regression for continuous measurements (e.g., permeability, clearance, half-life) or binary classification for categorical outcomes (e.g., BBB penetration, CYP inhibition). Dataset: rlm. (1) The drug is Cc1ccc(N2CCC(CNc3nc(-c4ccccc4C(C)C)ncc3C)CC2)cn1. The result is 1 (stable in rat liver microsomes). (2) The drug is O=C(O)[C@H]1C2CCC(CC2)[C@@H]1Nc1nc(-c2c[nH]c3ncc(F)cc23)nc2c1SCC2. The result is 0 (unstable in rat liver microsomes). (3) The drug is Cc1cc(NCC(=O)NC(c2cccc([N+](=O)[O-])c2)c2cc(Cl)c3cccnc3c2O)ccc1Cl. The result is 1 (stable in rat liver microsomes). (4) The compound is CSc1ncc(Cl)c(C(=O)Nc2c(C)cccc2C)n1. The result is 1 (stable in rat liver microsomes).